This data is from Reaction yield outcomes from USPTO patents with 853,638 reactions. The task is: Predict the reaction yield, written as a fraction of the theoretical maximum amount of product (1.0 means a 100% yield; for example, 0.34 means a 34% yield). (1) The reactants are [Cl:1][C:2]1[N:3]=[C:4](Cl)[C:5]2[S:10][CH:9]=[C:8]([CH3:11])[C:6]=2[N:7]=1.[CH3:13][N:14]([CH3:16])[NH2:15]. The catalyst is CN(C=O)C. The product is [Cl:1][C:2]1[N:3]=[C:4]([NH:15][N:14]([CH3:16])[CH3:13])[C:5]2[S:10][CH:9]=[C:8]([CH3:11])[C:6]=2[N:7]=1. The yield is 0.209. (2) The reactants are [C:1]([O:5][C:6]([N:8]1[CH2:13][CH2:12][N:11]([C:14]2[CH:19]=[CH:18][C:17]([C:20]3[O:24][CH:23]=[N:22][C:21]=3[C:25]([OH:27])=O)=[CH:16][CH:15]=2)[CH2:10][C:9]1([CH3:29])[CH3:28])=[O:7])([CH3:4])([CH3:3])[CH3:2].[CH3:30][O:31][C:32]1[CH:39]=[C:38]([O:40][CH3:41])[CH:37]=[CH:36][C:33]=1[CH2:34][NH2:35].CN(C(ON1N=NC2C=CC=NC1=2)=[N+](C)C)C.F[P-](F)(F)(F)(F)F. The catalyst is CN(C=O)C. The product is [C:1]([O:5][C:6]([N:8]1[CH2:13][CH2:12][N:11]([C:14]2[CH:15]=[CH:16][C:17]([C:20]3[O:24][CH:23]=[N:22][C:21]=3[C:25](=[O:27])[NH:35][CH2:34][C:33]3[CH:36]=[CH:37][C:38]([O:40][CH3:41])=[CH:39][C:32]=3[O:31][CH3:30])=[CH:18][CH:19]=2)[CH2:10][C:9]1([CH3:29])[CH3:28])=[O:7])([CH3:4])([CH3:3])[CH3:2]. The yield is 0.540. (3) The reactants are [C:1]([O:4][C@@H:5]1[C@@H:10]([O:11][C:12](=[O:14])[CH3:13])[C@H:9]([O:15][C:16](=[O:18])[CH3:17])[C@@H:8](O/C(/C(OCC)=O)=C\C2C=CC=CC=2F)[O:7][C@H:6]1[CH2:34][O:35][C:36](=[O:38])[CH3:37])(=[O:3])[CH3:2].[F:39][C:40]1[CH:41]=[C:42]([CH2:46][C:47](=[O:53])[C:48]([O:50][CH2:51][CH3:52])=[O:49])[CH:43]=[CH:44][CH:45]=1.[H-].[Na+].[Br-].C(O[C@@H]1[C@@H](OC(=O)C)[C@H](OC(=O)C)[C@@H](COC(=O)C)O[C@@H]1O)(=O)C. No catalyst specified. The product is [C:1]([O:4][C@@H:5]1[C@@H:10]([O:11][C:12](=[O:14])[CH3:13])[C@H:9]([O:15][C:16](=[O:18])[CH3:17])[C@@H:8]([O:53]/[C:47](/[C:48]([O:50][CH2:51][CH3:52])=[O:49])=[CH:46]\[C:42]2[CH:43]=[CH:44][CH:45]=[C:40]([F:39])[CH:41]=2)[O:7][C@H:6]1[CH2:34][O:35][C:36](=[O:38])[CH3:37])(=[O:3])[CH3:2]. The yield is 0.190.